This data is from Forward reaction prediction with 1.9M reactions from USPTO patents (1976-2016). The task is: Predict the product of the given reaction. (1) Given the reactants [Cl:1][C:2]([F:14])([F:13])[C:3]([C:6]1[CH:12]=[CH:11][C:9]([NH2:10])=[CH:8][CH:7]=1)([F:5])[F:4].[Br:15][C:16]1[C:17]([Cl:25])=[N:18][CH:19]=[C:20]([CH:24]=1)[C:21](O)=[O:22], predict the reaction product. The product is: [Br:15][C:16]1[C:17]([Cl:25])=[N:18][CH:19]=[C:20]([CH:24]=1)[C:21]([NH:10][C:9]1[CH:11]=[CH:12][C:6]([C:3]([F:5])([F:4])[C:2]([Cl:1])([F:13])[F:14])=[CH:7][CH:8]=1)=[O:22]. (2) Given the reactants [OH:1][N:2]1[C:7](=[O:8])[C:6]([C:9]([O:11][CH3:12])=[O:10])=[CH:5][CH:4]=[C:3]1[C:13]([O:15][CH3:16])=[O:14].C(=O)([O-])[O-].[K+].[K+].[CH2:23](Cl)[C:24]1[CH:29]=[CH:28][CH:27]=[CH:26][CH:25]=1, predict the reaction product. The product is: [CH2:23]([O:1][N:2]1[C:7](=[O:8])[C:6]([C:9]([O:11][CH3:12])=[O:10])=[CH:5][CH:4]=[C:3]1[C:13]([O:15][CH3:16])=[O:14])[C:24]1[CH:29]=[CH:28][CH:27]=[CH:26][CH:25]=1. (3) Given the reactants Cl[C:2]1[CH:11]=[N:10][C:9]2[C:4](=[CH:5][CH:6]=[C:7]([O:12][CH3:13])[CH:8]=2)[N:3]=1.[CH3:14][O:15][C:16]1[CH:21]=[C:20]([O:22][CH3:23])[CH:19]=[CH:18][C:17]=1[CH2:24][NH2:25].C(OCC)(=O)C, predict the reaction product. The product is: [CH3:14][O:15][C:16]1[CH:21]=[C:20]([O:22][CH3:23])[CH:19]=[CH:18][C:17]=1[CH2:24][NH:25][C:2]1[CH:11]=[N:10][C:9]2[C:4](=[CH:5][CH:6]=[C:7]([O:12][CH3:13])[CH:8]=2)[N:3]=1. (4) Given the reactants [F:1][C:2]1[CH:3]=[C:4]([CH:16]=[CH:17][C:18]=1[C:19]([F:22])([F:21])[F:20])[CH2:5][CH:6]1[CH2:11][CH:10]([C:12]([O:14][CH3:15])=[O:13])[CH2:9][CH2:8][NH:7]1.CCN(C(C)C)C(C)C.[C:32](Cl)(=[O:35])[O:33][CH3:34], predict the reaction product. The product is: [F:1][C:2]1[CH:3]=[C:4]([CH:16]=[CH:17][C:18]=1[C:19]([F:22])([F:20])[F:21])[CH2:5][CH:6]1[CH2:11][CH:10]([C:12]([O:14][CH3:15])=[O:13])[CH2:9][CH2:8][N:7]1[C:32]([O:33][CH3:34])=[O:35]. (5) The product is: [F:61][C:50]1[CH:49]=[C:48]([C:28]2[CH:29]=[N:30][C:25]([N:7]3[CH2:6][CH2:5][N:4]([C:8]4[CH:13]=[CH:12][C:11]([C:14]([F:17])([F:15])[F:16])=[CH:10][N:9]=4)[CH2:3][C@@H:2]3[CH3:1])=[N:26][CH:27]=2)[CH:53]=[CH:52][C:51]=1[N:54]1[C:58](=[O:59])[N:57]([CH3:60])[N:56]=[CH:55]1. Given the reactants [CH3:1][C@@H:2]1[NH:7][CH2:6][CH2:5][N:4]([C:8]2[CH:13]=[CH:12][C:11]([C:14]([F:17])([F:16])[F:15])=[CH:10][N:9]=2)[CH2:3]1.C[C@@H]1N([C:25]2[N:30]=[CH:29][C:28](B3OC(C)(C)C(C)(C)O3)=[CH:27][N:26]=2)CCN(C(OC(C)(C)C)=O)C1.Br[C:48]1[CH:53]=[CH:52][C:51]([N:54]2[C:58](=[O:59])[N:57]([CH3:60])[N:56]=[CH:55]2)=[C:50]([F:61])[CH:49]=1, predict the reaction product. (6) Given the reactants [O:1]1[CH2:5][CH2:4][O:3][CH:2]1[C:6]1[CH:7]=[C:8]([CH:11]=[CH:12][CH:13]=1)[C:9]#[N:10].[OH-:14].[Na+], predict the reaction product. The product is: [O:1]1[CH2:5][CH2:4][O:3][CH:2]1[C:6]1[CH:7]=[C:8]([CH:11]=[CH:12][CH:13]=1)[C:9]([NH2:10])=[O:14]. (7) Given the reactants [Cr](Cl)([O-])(=O)=O.[NH+]1C=CC=CC=1.[F:12][C:13]([F:60])([F:59])[C:14]1[CH:15]=[C:16]([C@H:24]([N:26]([CH3:58])[C:27]([N:29]2[CH2:49][CH2:48][C@:32]3([N:36]([C:37]([O:39][CH2:40][C:41]4[CH:46]=[CH:45][CH:44]=[CH:43][CH:42]=4)=[O:38])[CH:35]([OH:47])[CH2:34][CH2:33]3)[CH2:31][C@@H:30]2[C:50]2[CH:55]=[CH:54][C:53]([F:56])=[CH:52][C:51]=2[CH3:57])=[O:28])[CH3:25])[CH:17]=[C:18]([C:20]([F:23])([F:22])[F:21])[CH:19]=1.O, predict the reaction product. The product is: [F:60][C:13]([F:12])([F:59])[C:14]1[CH:15]=[C:16]([C@H:24]([N:26]([CH3:58])[C:27]([N:29]2[CH2:49][CH2:48][C@:32]3([N:36]([C:37]([O:39][CH2:40][C:41]4[CH:46]=[CH:45][CH:44]=[CH:43][CH:42]=4)=[O:38])[C:35](=[O:47])[CH2:34][CH2:33]3)[CH2:31][C@@H:30]2[C:50]2[CH:55]=[CH:54][C:53]([F:56])=[CH:52][C:51]=2[CH3:57])=[O:28])[CH3:25])[CH:17]=[C:18]([C:20]([F:23])([F:21])[F:22])[CH:19]=1. (8) Given the reactants [CH3:1][O:2][C:3](=[O:31])[CH2:4][CH:5]([N:16](CC1C=CC=CC=1)CC1C=CC=CC=1)[C:6]1[CH:11]=[CH:10][C:9]([O:12][CH3:13])=[C:8]([O:14][CH3:15])[CH:7]=1.C(O)(=O)C, predict the reaction product. The product is: [C:3]([OH:31])(=[O:2])[CH3:4].[CH3:1][O:2][C:3](=[O:31])[CH2:4][CH:5]([NH2:16])[C:6]1[CH:11]=[CH:10][C:9]([O:12][CH3:13])=[C:8]([O:14][CH3:15])[CH:7]=1. (9) Given the reactants [CH3:1][N:2]1[C:7]2[C:8](C)=[CH:9][NH:10][C:6]=2[C:5](=[O:12])[N:4]([CH3:13])[C:3]1=[O:14].Br[CH2:16][C:17]([NH:19][C:20]1[S:21][CH:22]=[C:23]([C:25]2[CH:30]=[CH:29][C:28]([C:31]([F:34])([F:33])[F:32])=[C:27]([F:35])[CH:26]=2)[N:24]=1)=[O:18].[H-].[Na+], predict the reaction product. The product is: [CH3:1][N:2]1[C:7]2[CH:8]=[CH:9][N:10]([CH2:16][C:17]([NH:19][C:20]3[S:21][CH:22]=[C:23]([C:25]4[CH:30]=[CH:29][C:28]([C:31]([F:32])([F:33])[F:34])=[C:27]([F:35])[CH:26]=4)[N:24]=3)=[O:18])[C:6]=2[C:5](=[O:12])[N:4]([CH3:13])[C:3]1=[O:14]. (10) Given the reactants [CH2:1]([O:3][C:4](=[O:8])[CH:5]=[N+]=[N-])[CH3:2].[Sn](Cl)Cl.[CH3:12][CH:13]([CH3:18])[CH2:14][CH2:15][CH:16]=[O:17], predict the reaction product. The product is: [CH2:1]([O:3][C:4](=[O:8])[CH2:5][C:16](=[O:17])[CH2:15][CH2:14][CH:13]([CH3:18])[CH3:12])[CH3:2].